Predict the reactants needed to synthesize the given product. From a dataset of Full USPTO retrosynthesis dataset with 1.9M reactions from patents (1976-2016). Given the product [CH2:38]([N:11]1[C:12]2[C:17](=[CH:16][CH:15]=[CH:14][CH:13]=2)[C:9]([C:4]2[CH:3]=[C:2]([CH3:1])[CH:7]=[C:6]([CH3:8])[CH:5]=2)([OH:19])[C:10]1=[O:18])[C:39]1[CH:44]=[CH:43][CH:42]=[CH:41][CH:40]=1, predict the reactants needed to synthesize it. The reactants are: [CH3:1][C:2]1[CH:3]=[C:4]([C:9]2([OH:19])[C:17]3[C:12](=[CH:13][CH:14]=[CH:15][CH:16]=3)[NH:11][C:10]2=[O:18])[CH:5]=[C:6]([CH3:8])[CH:7]=1.C(N=P1(N(CC)CC)N(C)CCCN1C)(C)(C)C.[CH2:38](Br)[C:39]1[CH:44]=[CH:43][CH:42]=[CH:41][CH:40]=1.